From a dataset of Catalyst prediction with 721,799 reactions and 888 catalyst types from USPTO. Predict which catalyst facilitates the given reaction. (1) Reactant: Br[C:2]1[CH:3]=[C:4]2[C:9](=[CH:10][CH:11]=1)[CH:8]=[N:7][C:6]([O:12][CH3:13])=[CH:5]2.Cl.[C:15]([N:19]1[CH:27]=[C:26]2[C:21]([C:22](=[O:33])[NH:23][C:24]3([CH2:32][CH2:31][NH:30][CH2:29][CH2:28]3)[CH2:25]2)=[N:20]1)([CH3:18])([CH3:17])[CH3:16].[C:34]([O-])(=[O:36])C.[Na+].ClCCl. Product: [C:15]([N:19]1[CH:27]=[C:26]2[C:21]([C:22](=[O:33])[NH:23][C:24]3([CH2:32][CH2:31][N:30]([C:34]([C:2]4[CH:3]=[C:4]5[C:9](=[CH:10][CH:11]=4)[CH:8]=[N:7][C:6]([O:12][CH3:13])=[CH:5]5)=[O:36])[CH2:29][CH2:28]3)[CH2:25]2)=[N:20]1)([CH3:18])([CH3:16])[CH3:17]. The catalyst class is: 873. (2) Product: [CH3:1][C:2]1[C:3]([CH2:4][NH2:5])=[CH:6][CH:7]=[C:8]([CH3:10])[N:9]=1. The catalyst class is: 171. Reactant: [CH3:1][C:2]1[N:9]=[C:8]([CH3:10])[CH:7]=[CH:6][C:3]=1[C:4]#[N:5].[OH-].[NH4+]. (3) Product: [Cl:1][C:2]1[CH:3]=[C:4]([NH:9][C:10]2[C:19]3[C:14](=[CH:15][C:16]([O:34][CH2:35][CH:36]4[CH2:38][CH2:37]4)=[C:17]([NH:20][C:21](=[O:33])[CH:22]=[CH:23][CH2:24][N:25]([CH2:26][C:27]([OH:28])=[O:32])[CH2:30][C@H:29]([OH:40])[CH3:31])[CH:18]=3)[N:13]=[CH:12][N:11]=2)[CH:5]=[CH:6][C:7]=1[F:8]. Reactant: [Cl:1][C:2]1[CH:3]=[C:4]([NH:9][C:10]2[C:19]3[C:14](=[CH:15][C:16]([O:34][CH2:35][CH:36]4[CH2:38][CH2:37]4)=[C:17]([NH:20][C:21](=[O:33])[CH:22]=[CH:23][CH2:24][N:25]4[CH2:30][C@@H:29]([CH3:31])[O:28][C:27](=[O:32])[CH2:26]4)[CH:18]=3)[N:13]=[CH:12][N:11]=2)[CH:5]=[CH:6][C:7]=1[F:8].Cl.[OH-:40].[Na+]. The catalyst class is: 6. (4) Reactant: COC(=O)[C@H]([O:11][C:12]1[C:13](=[O:46])[N:14]([C:39]2[N:40]=[N:41][C:42]([CH3:45])=[CH:43][CH:44]=2)[C@@H:15]([C:28]2[CH:33]=[CH:32][C:31]([O:34][C:35]([F:38])([F:37])[F:36])=[CH:30][CH:29]=2)[C:16]=1[C:17](=[O:27])[C:18]1[CH:23]=[CH:22][C:21]([CH:24]([CH3:26])[CH3:25])=[CH:20][CH:19]=1)C1C=CC=CC=1. Product: [OH:11][C:12]1[C:13](=[O:46])[N:14]([C:39]2[N:40]=[N:41][C:42]([CH3:45])=[CH:43][CH:44]=2)[C@@H:15]([C:28]2[CH:33]=[CH:32][C:31]([O:34][C:35]([F:37])([F:38])[F:36])=[CH:30][CH:29]=2)[C:16]=1[C:17](=[O:27])[C:18]1[CH:23]=[CH:22][C:21]([CH:24]([CH3:26])[CH3:25])=[CH:20][CH:19]=1. The catalyst class is: 16.